Task: Predict the reactants needed to synthesize the given product.. Dataset: Full USPTO retrosynthesis dataset with 1.9M reactions from patents (1976-2016) (1) Given the product [Br:1][C:2]1[CH:10]=[C:9]2[C:5]([C:6]3([O:15][CH2:14][CH2:13][O:12]3)[C:7](=[O:11])[NH:8]2)=[CH:4][CH:3]=1, predict the reactants needed to synthesize it. The reactants are: [Br:1][C:2]1[CH:10]=[C:9]2[C:5]([C:6](=[O:12])[C:7](=[O:11])[NH:8]2)=[CH:4][CH:3]=1.[CH2:13](O)[CH2:14][OH:15].CC1C=CC(S(O)(=O)=O)=CC=1. (2) The reactants are: [C:1]([O:5][C:6]([N:8]1[CH2:13][CH2:12][CH:11]([N:14]([C:18]([C:20]2[CH:21]=[N:22][C:23](Br)=[CH:24][CH:25]=2)=[O:19])[CH:15]2[CH2:17][CH2:16]2)[CH2:10][CH2:9]1)=[O:7])([CH3:4])([CH3:3])[CH3:2].[CH3:27][C:28]1[C:32](B(O)O)=[C:31]([CH3:36])[O:30][N:29]=1. Given the product [C:1]([O:5][C:6]([N:8]1[CH2:13][CH2:12][CH:11]([N:14]([CH:15]2[CH2:17][CH2:16]2)[C:18]([C:20]2[CH:21]=[N:22][C:23]([C:32]3[C:28]([CH3:27])=[N:29][O:30][C:31]=3[CH3:36])=[CH:24][CH:25]=2)=[O:19])[CH2:10][CH2:9]1)=[O:7])([CH3:4])([CH3:3])[CH3:2], predict the reactants needed to synthesize it. (3) Given the product [CH3:48][N:49]([CH3:50])[C:1](=[O:3])[CH2:4][CH2:5][NH:6][CH2:7][CH2:8][NH:9][C@:10]12[CH2:44][CH2:43][C@@H:42]([C:45]([CH3:47])=[CH2:46])[C@@H:11]1[C@@H:12]1[C@@:25]([CH3:28])([CH2:26][CH2:27]2)[C@@:24]2([CH3:29])[C@@H:15]([C@:16]3([CH3:41])[C@@H:21]([CH2:22][CH2:23]2)[C:20]([CH3:31])([CH3:30])[C:19]([C:32]2[CH:40]=[CH:39][C:35]([C:36]([OH:38])=[O:37])=[CH:34][CH:33]=2)=[CH:18][CH2:17]3)[CH2:14][CH2:13]1, predict the reactants needed to synthesize it. The reactants are: [C:1]([CH2:4][CH2:5][NH:6][CH2:7][CH2:8][NH:9][C@:10]12[CH2:44][CH2:43][C@@H:42]([C:45]([CH3:47])=[CH2:46])[C@@H:11]1[C@@H:12]1[C@@:25]([CH3:28])([CH2:26][CH2:27]2)[C@@:24]2([CH3:29])[C@@H:15]([C@:16]3([CH3:41])[C@@H:21]([CH2:22][CH2:23]2)[C:20]([CH3:31])([CH3:30])[C:19]([C:32]2[CH:40]=[CH:39][C:35]([C:36]([OH:38])=[O:37])=[CH:34][CH:33]=2)=[CH:18][CH2:17]3)[CH2:14][CH2:13]1)([OH:3])=O.[CH3:48][N:49](C)[C:50](=O)C=C. (4) Given the product [CH3:13][O:14][C:15](=[O:38])[CH2:16][CH:17]1[CH2:18][CH2:19][CH:20]([C:23]2[CH:24]=[CH:25][C:26]([C:2]3[C:7]([O:8][CH3:9])=[CH:6][C:5]([N+:10]([O-:12])=[O:11])=[CH:4][N:3]=3)=[CH:27][CH:28]=2)[CH2:21][CH2:22]1, predict the reactants needed to synthesize it. The reactants are: Cl[C:2]1[C:7]([O:8][CH3:9])=[CH:6][C:5]([N+:10]([O-:12])=[O:11])=[CH:4][N:3]=1.[CH3:13][O:14][C:15](=[O:38])[CH2:16][CH:17]1[CH2:22][CH2:21][CH:20]([C:23]2[CH:28]=[CH:27][C:26](B3OC(C)(C)C(C)(C)O3)=[CH:25][CH:24]=2)[CH2:19][CH2:18]1.C(=O)([O-])[O-].[K+].[K+]. (5) The reactants are: [Br:1][C:2]1[CH:3]=[CH:4][C:5]([O:9][CH3:10])=[C:6]([OH:8])[CH:7]=1.[F:11][C:12]([F:26])([F:25])[O:13][CH2:14][CH2:15][CH2:16]OS(C(F)(F)F)(=O)=O.C([O-])([O-])=O.[K+].[K+]. Given the product [Br:1][C:2]1[CH:3]=[CH:4][C:5]([O:9][CH3:10])=[C:6]([O:8][CH2:16][CH2:15][CH2:14][O:13][C:12]([F:26])([F:25])[F:11])[CH:7]=1, predict the reactants needed to synthesize it. (6) Given the product [CH2:26]([C:28]1[N:33]=[CH:32][C:31]([C:2]2[CH:7]=[CH:6][C:5]([S:8]([NH:11][C:12]3[C:13]([F:25])=[C:14]([F:24])[C:15]([C:16]([O:18][CH3:19])=[O:17])=[C:20]([F:23])[C:21]=3[F:22])(=[O:9])=[O:10])=[CH:4][CH:3]=2)=[CH:30][N:29]=1)[CH3:27], predict the reactants needed to synthesize it. The reactants are: Br[C:2]1[CH:7]=[CH:6][C:5]([S:8]([NH:11][C:12]2[C:21]([F:22])=[C:20]([F:23])[C:15]([C:16]([O:18][CH3:19])=[O:17])=[C:14]([F:24])[C:13]=2[F:25])(=[O:10])=[O:9])=[CH:4][CH:3]=1.[CH2:26]([C:28]1[N:33]=[CH:32][C:31](B2OC(C)(C)C(C)(C)O2)=[CH:30][N:29]=1)[CH3:27].C(=O)([O-])[O-].[Na+].[Na+].